Regression/Classification. Given a drug SMILES string, predict its absorption, distribution, metabolism, or excretion properties. Task type varies by dataset: regression for continuous measurements (e.g., permeability, clearance, half-life) or binary classification for categorical outcomes (e.g., BBB penetration, CYP inhibition). Dataset: cyp2c19_veith. From a dataset of CYP2C19 inhibition data for predicting drug metabolism from PubChem BioAssay. The compound is O=C(c1cccc(F)c1)N1CCC[C@@]2(CCN(c3ccccc3)C2)C1. The result is 0 (non-inhibitor).